This data is from Reaction yield outcomes from USPTO patents with 853,638 reactions. The task is: Predict the reaction yield, written as a fraction of the theoretical maximum amount of product (1.0 means a 100% yield; for example, 0.34 means a 34% yield). (1) The reactants are C([O:3][C:4](=[O:22])[C:5]1[CH:17]=[C:16]([CH:18]=[C:19]([F:21])[F:20])[CH:15]=[C:7]([C:8]([N:10]([CH3:14])[CH2:11][CH2:12][CH3:13])=[O:9])[CH:6]=1)C.[OH-].[Li+].Cl. The catalyst is C1COCC1. The product is [F:20][C:19]([F:21])=[CH:18][C:16]1[CH:15]=[C:7]([C:8]([N:10]([CH3:14])[CH2:11][CH2:12][CH3:13])=[O:9])[CH:6]=[C:5]([CH:17]=1)[C:4]([OH:22])=[O:3]. The yield is 0.440. (2) The reactants are [F:1][C:2]([F:13])([F:12])[O:3][C:4]1[CH:11]=[CH:10][C:7]([CH:8]=O)=[CH:6][CH:5]=1.[CH3:14][C@H:15]1[CH2:20][NH:19][CH2:18][C@@H:17]([CH3:21])[NH:16]1.C(O[BH-](OC(=O)C)OC(=O)C)(=O)C.[Na+]. The catalyst is C(Cl)Cl. The product is [CH3:14][C@H:15]1[NH:16][C@@H:17]([CH3:21])[CH2:18][N:19]([CH2:8][C:7]2[CH:10]=[CH:11][C:4]([O:3][C:2]([F:13])([F:12])[F:1])=[CH:5][CH:6]=2)[CH2:20]1. The yield is 0.800. (3) The reactants are [NH2:1][C:2]1[N:7]=[CH:6][C:5]([CH2:8][OH:9])=[CH:4][CH:3]=1.N1C=CN=C1.[C:15]([Si:19]([CH3:22])([CH3:21])Cl)([CH3:18])([CH3:17])[CH3:16]. The catalyst is CN(C)C=O.C(OC(=O)C)C. The product is [Si:19]([O:9][CH2:8][C:5]1[CH:4]=[CH:3][C:2]([NH2:1])=[N:7][CH:6]=1)([C:15]([CH3:18])([CH3:17])[CH3:16])([CH3:22])[CH3:21]. The yield is 0.350. (4) The reactants are [CH3:1][C:2]1[S:3][C:4]([C:10]2[CH:15]=[CH:14][CH:13]=[CH:12][CH:11]=2)=[C:5]([C:7]([OH:9])=O)[N:6]=1.C(Cl)(=O)C(Cl)=O.CN(C=O)C.[F:27][C:28]1[CH:29]=[C:30]([CH3:44])[C:31]2[N:32]([CH:34]=[C:35]([CH2:37][C@@H:38]3[CH2:43][CH2:42][CH2:41][CH2:40][NH:39]3)[N:36]=2)[CH:33]=1. The catalyst is C(Cl)Cl. The product is [F:27][C:28]1[CH:29]=[C:30]([CH3:44])[C:31]2[N:32]([CH:34]=[C:35]([CH2:37][C@@H:38]3[CH2:43][CH2:42][CH2:41][CH2:40][N:39]3[C:7]([C:5]3[N:6]=[C:2]([CH3:1])[S:3][C:4]=3[C:10]3[CH:15]=[CH:14][CH:13]=[CH:12][CH:11]=3)=[O:9])[N:36]=2)[CH:33]=1. The yield is 0.820. (5) The reactants are [Cl:1][C:2]1[CH:3]=[N+:4]([O-:22])[CH:5]=[C:6]([Cl:21])[C:7]=1[CH2:8][C@@H:9]([C:11]1[CH:16]=[CH:15][C:14]([O:17][CH3:18])=[C:13]([O:19][CH3:20])[CH:12]=1)[OH:10].[CH:23]([C:25]1[CH:33]=[CH:32][C:28]([C:29](O)=[O:30])=[CH:27][CH:26]=1)=[O:24].Cl.CN(C)CCCN=C=NCC. The catalyst is CN(C)C1C=CN=CC=1.C(Cl)Cl. The product is [Cl:21][C:6]1[CH:5]=[N+:4]([O-:22])[CH:3]=[C:2]([Cl:1])[C:7]=1[CH2:8][C@@H:9]([C:11]1[CH:16]=[CH:15][C:14]([O:17][CH3:18])=[C:13]([O:19][CH3:20])[CH:12]=1)[O:10][C:29](=[O:30])[C:28]1[CH:32]=[CH:33][C:25]([CH:23]=[O:24])=[CH:26][CH:27]=1. The yield is 0.910. (6) The reactants are C1N=CN(C(N2C=NC=C2)=O)C=1.[CH2:13]([O:15][P:16]([CH2:21][C:22]([OH:24])=O)([O:18][CH2:19][CH3:20])=[O:17])[CH3:14].[Cl:25][C:26]1[CH:27]=[C:28]([NH:41][C:42]2[C:43]3[CH:51]=[C:50]([NH2:52])[N:49]=[CH:48][C:44]=3[N:45]=[CH:46][N:47]=2)[CH:29]=[CH:30][C:31]=1[O:32][CH2:33][C:34]1[CH:39]=[CH:38][CH:37]=[C:36]([Cl:40])[CH:35]=1.CC(N(C)C)=O. The catalyst is C1COCC1.O.ClCCl.CO. The product is [Cl:25][C:26]1[CH:27]=[C:28]([NH:41][C:42]2[C:43]3[CH:51]=[C:50]([NH:52][C:22](=[O:24])[CH2:21][P:16](=[O:17])([O:15][CH2:13][CH3:14])[O:18][CH2:19][CH3:20])[N:49]=[CH:48][C:44]=3[N:45]=[CH:46][N:47]=2)[CH:29]=[CH:30][C:31]=1[O:32][CH2:33][C:34]1[CH:39]=[CH:38][CH:37]=[C:36]([Cl:40])[CH:35]=1. The yield is 0.930. (7) The reactants are [CH3:1][O:2][C:3]1[CH:8]=[CH:7][CH:6]=[CH:5][C:4]=1[C:9]1[C:17]2[C:12](=[N:13][CH:14]=[C:15](B3OC(C)(C)C(C)(C)O3)[CH:16]=2)[N:11]([S:27]([C:30]2[CH:35]=[CH:34][C:33]([CH3:36])=[CH:32][CH:31]=2)(=[O:29])=[O:28])[CH:10]=1.Br[C:38]1[CH:39]=[C:40]([C:44]2([CH3:51])[NH:48][C:47](=[O:49])[NH:46][C:45]2=[O:50])[CH:41]=[CH:42][CH:43]=1.C(=O)([O-])[O-].[Na+].[Na+].[Cl-].[Na+].Cl. The catalyst is C1C=CC([PH+]([C]2[CH][CH][CH][CH]2)C2C=CC=CC=2)=CC=1.C1C=CC([PH+]([C]2[CH][CH][CH][CH]2)C2C=CC=CC=2)=CC=1.C(Cl)Cl.Cl[Pd]Cl.[Fe].C(#N)C.C1COCC1. The product is [CH3:1][O:2][C:3]1[CH:8]=[CH:7][CH:6]=[CH:5][C:4]=1[C:9]1[C:17]2[C:12](=[N:13][CH:14]=[C:15]([C:42]3[CH:41]=[C:40]([C:44]4([CH3:51])[NH:48][C:47](=[O:49])[NH:46][C:45]4=[O:50])[CH:39]=[CH:38][CH:43]=3)[CH:16]=2)[N:11]([S:27]([C:30]2[CH:31]=[CH:32][C:33]([CH3:36])=[CH:34][CH:35]=2)(=[O:29])=[O:28])[CH:10]=1. The yield is 0.500. (8) The yield is 0.960. The reactants are [CH3:1][O:2][C:3]1[CH:8]=[CH:7][C:6]([C:9]([F:12])([F:11])[F:10])=[CH:5][C:4]=1[N:13]=[C:14]=[O:15].[NH2:16][C:17]1[CH:34]=[CH:33][C:20]([O:21][C:22]2[CH:23]=[C:24]3[C:28](=[CH:29][CH:30]=2)[C:27](=[O:31])[NH:26][C:25]3=[O:32])=[CH:19][CH:18]=1.CO. The catalyst is C(Cl)Cl. The product is [CH3:1][O:2][C:3]1[CH:8]=[CH:7][C:6]([C:9]([F:12])([F:11])[F:10])=[CH:5][C:4]=1[NH:13][C:14]([NH:16][C:17]1[CH:18]=[CH:19][C:20]([O:21][C:22]2[CH:23]=[C:24]3[C:28](=[CH:29][CH:30]=2)[C:27](=[O:31])[NH:26][C:25]3=[O:32])=[CH:33][CH:34]=1)=[O:15]. (9) The yield is 0.940. The product is [CH2:1]([O:8][CH2:9][C@H:10]([NH:14][C:15]([O:17][C:18]([CH3:21])([CH3:20])[CH3:19])=[O:16])[C:11]([O:13][CH:34]1[CH2:39][CH2:38][CH2:37][CH2:36][CH2:35]1)=[O:12])[C:2]1[CH:3]=[CH:4][CH:5]=[CH:6][CH:7]=1. The catalyst is CN(C)C=O.CN(C1C=CN=CC=1)C.O. The reactants are [CH2:1]([O:8][CH2:9][C@H:10]([NH:14][C:15]([O:17][C:18]([CH3:21])([CH3:20])[CH3:19])=[O:16])[C:11]([OH:13])=[O:12])[C:2]1[CH:7]=[CH:6][CH:5]=[CH:4][CH:3]=1.CCN=C=NCCCN(C)C.Cl.[CH:34]1(O)[CH2:39][CH2:38][CH2:37][CH2:36][CH2:35]1.